From a dataset of Aqueous solubility values for 9,982 compounds from the AqSolDB database. Regression/Classification. Given a drug SMILES string, predict its absorption, distribution, metabolism, or excretion properties. Task type varies by dataset: regression for continuous measurements (e.g., permeability, clearance, half-life) or binary classification for categorical outcomes (e.g., BBB penetration, CYP inhibition). For this dataset (solubility_aqsoldb), we predict Y. The drug is CCOP(=S)(OCC)Oc1ccc(N)cc1. The Y is -2.83 log mol/L.